The task is: Predict the reactants needed to synthesize the given product.. This data is from Full USPTO retrosynthesis dataset with 1.9M reactions from patents (1976-2016). Given the product [C:53]([C@H:50]1[CH2:51][CH2:52][C@H:47]([N:4]([CH:1]2[CH2:2][CH2:3]2)[S:5]([C:8]2[CH:9]=[C:10]([CH:44]=[CH:45][CH:46]=2)[C:11]([NH:13][C:14]2[S:15][C:16]3[CH2:43][CH2:42][CH2:41][CH2:40][C:17]=3[C:18]=2[C:19]([NH:21][C:22]2[CH:27]=[CH:26][C:25]([CH2:28][CH2:29][C:30]3[CH:31]=[CH:32][C:33]([C:34]([OH:36])=[O:35])=[CH:38][CH:39]=3)=[CH:24][CH:23]=2)=[O:20])=[O:12])(=[O:6])=[O:7])[CH2:48][CH2:49]1)([OH:55])=[O:54].[C:53]([C@@H:50]1[CH2:51][CH2:52][C@H:47]([N:4]([CH:1]2[CH2:2][CH2:3]2)[S:5]([C:8]2[CH:9]=[C:10]([CH:44]=[CH:45][CH:46]=2)[C:11]([NH:13][C:14]2[S:15][C:16]3[CH2:43][CH2:42][CH2:41][CH2:40][C:17]=3[C:18]=2[C:19]([NH:21][C:22]2[CH:27]=[CH:26][C:25]([CH2:28][CH2:29][C:30]3[CH:31]=[CH:32][C:33]([C:34]([OH:36])=[O:35])=[CH:38][CH:39]=3)=[CH:24][CH:23]=2)=[O:20])=[O:12])(=[O:6])=[O:7])[CH2:48][CH2:49]1)([OH:55])=[O:54], predict the reactants needed to synthesize it. The reactants are: [CH:1]1([N:4]([CH:47]2[CH2:52][CH2:51][CH:50]([C:53]([O:55]CC)=[O:54])[CH2:49][CH2:48]2)[S:5]([C:8]2[CH:9]=[C:10]([CH:44]=[CH:45][CH:46]=2)[C:11]([NH:13][C:14]2[S:15][C:16]3[CH2:43][CH2:42][CH2:41][CH2:40][C:17]=3[C:18]=2[C:19]([NH:21][C:22]2[CH:27]=[CH:26][C:25]([CH2:28][CH2:29][C:30]3[CH:39]=[CH:38][C:33]([C:34]([O:36]C)=[O:35])=[CH:32][CH:31]=3)=[CH:24][CH:23]=2)=[O:20])=[O:12])(=[O:7])=[O:6])[CH2:3][CH2:2]1.[OH-].[Na+].